This data is from Forward reaction prediction with 1.9M reactions from USPTO patents (1976-2016). The task is: Predict the product of the given reaction. (1) Given the reactants [F:1][C:2]1[CH:3]=[C:4]([CH:44]=[C:45]([F:47])[CH:46]=1)[CH2:5][C@H:6]([NH:21][C:22](=[O:43])[C:23]1[CH:37]=[C:36]([C:38]2[S:39][CH:40]=[CH:41][N:42]=2)[CH:35]=[C:25]([C:26]([N:28]([CH2:32][CH2:33][CH3:34])[CH2:29][CH2:30][CH3:31])=[O:27])[CH:24]=1)[C@H:7]([OH:20])[CH2:8][NH:9][CH2:10][C:11]1[CH:16]=[CH:15][CH:14]=[C:13]([CH:17]([CH3:19])[CH3:18])[CH:12]=1.[ClH:48], predict the reaction product. The product is: [ClH:48].[F:1][C:2]1[CH:3]=[C:4]([CH:44]=[C:45]([F:47])[CH:46]=1)[CH2:5][C@H:6]([NH:21][C:22](=[O:43])[C:23]1[CH:37]=[C:36]([C:38]2[S:39][CH:40]=[CH:41][N:42]=2)[CH:35]=[C:25]([C:26]([N:28]([CH2:29][CH2:30][CH3:31])[CH2:32][CH2:33][CH3:34])=[O:27])[CH:24]=1)[C@H:7]([OH:20])[CH2:8][NH:9][CH2:10][C:11]1[CH:16]=[CH:15][CH:14]=[C:13]([CH:17]([CH3:19])[CH3:18])[CH:12]=1. (2) Given the reactants [CH3:1][C:2]1[CH:17]=[N:16][C:5]2[NH:6][C:7]3[CH2:15][CH:14]4[N:10]([CH2:11][CH2:12][CH2:13]4)[CH2:9][C:8]=3[C:4]=2[CH:3]=1.[H-].[Na+].Cl[CH2:21][C:22]([N:24]1[CH2:29][CH2:28][CH2:27][CH2:26][CH2:25]1)=[O:23], predict the reaction product. The product is: [CH3:1][C:2]1[CH:17]=[N:16][C:5]2[N:6]([CH2:21][C:22]([N:24]3[CH2:29][CH2:28][CH2:27][CH2:26][CH2:25]3)=[O:23])[C:7]3[CH2:15][CH:14]4[N:10]([CH2:11][CH2:12][CH2:13]4)[CH2:9][C:8]=3[C:4]=2[CH:3]=1. (3) Given the reactants [NH2:1][C:2](=[S:12])[CH2:3][NH:4]C(=O)OC(C)(C)C.[Cl:13][C:14]1[CH:23]=[CH:22][C:17]([C:18](=O)[CH2:19]Br)=[CH:16][CH:15]=1, predict the reaction product. The product is: [ClH:13].[Cl:13][C:14]1[CH:23]=[CH:22][C:17]([C:18]2[N:1]=[C:2]([CH2:3][NH2:4])[S:12][CH:19]=2)=[CH:16][CH:15]=1. (4) The product is: [F:30][CH:2]([F:1])[N:3]1[N:19]=[CH:18][C:17]2[NH:16][C:15](=[O:20])[CH2:14][CH2:13][CH2:12][CH2:11][C@H:10]([NH:21][C:22](=[O:28])[O:23][C:24]([CH3:26])([CH3:27])[CH3:25])[C:9]3[CH:29]=[C:5]([CH:6]=[CH:7][N:8]=3)[C:4]1=2. Given the reactants [F:1][CH:2]([F:30])[N:3]1[N:19]=[CH:18][C:17]2[NH:16][C:15](=[O:20])[CH2:14][CH:13]=[CH:12][CH2:11][C@H:10]([NH:21][C:22](=[O:28])[O:23][C:24]([CH3:27])([CH3:26])[CH3:25])[C:9]3[CH:29]=[C:5]([CH:6]=[CH:7][N:8]=3)[C:4]1=2, predict the reaction product. (5) The product is: [Cl:1][C:2]1[C:3]([F:28])=[C:4]([NH:8][C:9]2[C:18]3[C:13](=[CH:14][C:15]([O:26][CH3:27])=[C:16]([CH2:19][N:20]([C@@H:21]([CH3:25])[CH2:22][O:23][CH3:24])[C@@H:34]([C:32]([OH:33])=[O:31])[CH3:35])[CH:17]=3)[N:12]=[CH:11][N:10]=2)[CH:5]=[CH:6][CH:7]=1. Given the reactants [Cl:1][C:2]1[C:3]([F:28])=[C:4]([NH:8][C:9]2[C:18]3[C:13](=[CH:14][C:15]([O:26][CH3:27])=[C:16]([CH2:19][NH:20][C@@H:21]([CH3:25])[CH2:22][O:23][CH3:24])[CH:17]=3)[N:12]=[CH:11][N:10]=2)[CH:5]=[CH:6][CH:7]=1.CC[O:31][C:32]([C@@H:34](OS(C(F)(F)F)(=O)=O)[CH3:35])=[O:33], predict the reaction product. (6) The product is: [C:7]([C:6]1[CH:10]=[CH:11][C:3]([CH:1]=[O:2])=[CH:4][CH:5]=1)([O:9][CH3:16])=[O:8]. Given the reactants [CH:1]([C:3]1[CH:11]=[CH:10][C:6]([C:7]([OH:9])=[O:8])=[CH:5][CH:4]=1)=[O:2].S(Cl)(Cl)=O.[CH3:16]O, predict the reaction product. (7) The product is: [Cl-:25].[CH3:36][C:33]1[N:32]=[CH:31][C:30]([NH:29][C:27]([CH2:26][N+:1]23[CH2:8][CH2:7][CH:4]([CH2:5][CH2:6]2)[C@@H:3]([O:9][C:10]([C:12]2([C:19]4[CH:20]=[CH:21][CH:22]=[CH:23][CH:24]=4)[CH2:18][CH2:17][CH2:16][CH2:15][CH2:14][CH2:13]2)=[O:11])[CH2:2]3)=[O:28])=[CH:35][CH:34]=1. Given the reactants [N:1]12[CH2:8][CH2:7][CH:4]([CH2:5][CH2:6]1)[C@@H:3]([O:9][C:10]([C:12]1([C:19]3[CH:24]=[CH:23][CH:22]=[CH:21][CH:20]=3)[CH2:18][CH2:17][CH2:16][CH2:15][CH2:14][CH2:13]1)=[O:11])[CH2:2]2.[Cl:25][CH2:26][C:27]([NH:29][C:30]1[CH:31]=[N:32][C:33]([CH3:36])=[CH:34][CH:35]=1)=[O:28], predict the reaction product. (8) Given the reactants C(NC(C)C)(C)C.[Li]CCCC.CCCCCC.[Li+].CC([N-]C(C)C)C.[F:27][C:28]1[CH:33]=[CH:32][C:31]([Br:34])=[CH:30][CH:29]=1.CC[O:37][C:38]([CH:40]([F:42])[F:41])=O, predict the reaction product. The product is: [Br:34][C:31]1[CH:30]=[CH:29][C:28]([F:27])=[C:33]([C:38](=[O:37])[CH:40]([F:42])[F:41])[CH:32]=1.